This data is from Experimental lipophilicity measurements (octanol/water distribution) for 4,200 compounds from AstraZeneca. The task is: Regression/Classification. Given a drug SMILES string, predict its absorption, distribution, metabolism, or excretion properties. Task type varies by dataset: regression for continuous measurements (e.g., permeability, clearance, half-life) or binary classification for categorical outcomes (e.g., BBB penetration, CYP inhibition). For this dataset (lipophilicity_astrazeneca), we predict Y. (1) The molecule is O=C1CC(c2ccc(O)cc2)Oc2cc(O)cc(O)c21. The Y is 2.60 logD. (2) The drug is Cc1ccc(CO)cc1N(C)c1ccnc(Nc2cc(N3CCCC3)cc(N3CCOCC3)c2)n1. The Y is 3.80 logD. (3) The drug is COc1cccc(-c2ccc(/C=C3\SC(=S)N([C@@H](Cc4ccccc4)C(=O)O)C3=O)cn2)c1OC. The Y is 1.50 logD. (4) The compound is CCCNC(=O)c1nnc2c(-c3ccc(OC)cc3OC)c(F)ccc2c1N. The Y is 3.52 logD. (5) The compound is CC(=O)N(C)c1ccccc1. The Y is 1.10 logD. (6) The compound is O=C(O)CCc1ccc(OCc2cc(Cl)ccc2-c2ccccc2)cc1. The Y is 3.22 logD. (7) The drug is Cc1ccc(NC(=O)c2cccc(N(C)C)c2)cc1C(=O)Nc1cccnc1. The Y is 3.01 logD.